Dataset: NCI-60 drug combinations with 297,098 pairs across 59 cell lines. Task: Regression. Given two drug SMILES strings and cell line genomic features, predict the synergy score measuring deviation from expected non-interaction effect. (1) Drug 1: C1CN1P(=S)(N2CC2)N3CC3. Drug 2: C1C(C(OC1N2C=C(C(=O)NC2=O)F)CO)O. Cell line: T-47D. Synergy scores: CSS=17.6, Synergy_ZIP=1.19, Synergy_Bliss=9.45, Synergy_Loewe=6.59, Synergy_HSA=1.93. (2) Drug 1: CC1OCC2C(O1)C(C(C(O2)OC3C4COC(=O)C4C(C5=CC6=C(C=C35)OCO6)C7=CC(=C(C(=C7)OC)O)OC)O)O. Drug 2: C1CCC(CC1)NC(=O)N(CCCl)N=O. Cell line: TK-10. Synergy scores: CSS=27.5, Synergy_ZIP=0.139, Synergy_Bliss=1.12, Synergy_Loewe=-12.2, Synergy_HSA=3.29. (3) Drug 1: C1=CN(C(=O)N=C1N)C2C(C(C(O2)CO)O)O.Cl. Drug 2: COC1=NC(=NC2=C1N=CN2C3C(C(C(O3)CO)O)O)N. Cell line: MDA-MB-435. Synergy scores: CSS=5.15, Synergy_ZIP=-1.74, Synergy_Bliss=-1.70, Synergy_Loewe=1.33, Synergy_HSA=-0.926. (4) Drug 1: CC(CN1CC(=O)NC(=O)C1)N2CC(=O)NC(=O)C2. Drug 2: C1C(C(OC1N2C=NC3=C2NC=NCC3O)CO)O. Cell line: M14. Synergy scores: CSS=23.5, Synergy_ZIP=-1.46, Synergy_Bliss=2.86, Synergy_Loewe=2.12, Synergy_HSA=2.13. (5) Drug 1: C1=CC=C(C(=C1)C(C2=CC=C(C=C2)Cl)C(Cl)Cl)Cl. Drug 2: CC1CCCC2(C(O2)CC(NC(=O)CC(C(C(=O)C(C1O)C)(C)C)O)C(=CC3=CSC(=N3)C)C)C. Cell line: MOLT-4. Synergy scores: CSS=62.6, Synergy_ZIP=2.41, Synergy_Bliss=0.564, Synergy_Loewe=-37.9, Synergy_HSA=-1.27. (6) Drug 1: C1CCN(CC1)CCOC2=CC=C(C=C2)C(=O)C3=C(SC4=C3C=CC(=C4)O)C5=CC=C(C=C5)O. Drug 2: CC1=C2C(C(=O)C3(C(CC4C(C3C(C(C2(C)C)(CC1OC(=O)C(C(C5=CC=CC=C5)NC(=O)OC(C)(C)C)O)O)OC(=O)C6=CC=CC=C6)(CO4)OC(=O)C)O)C)O. Cell line: SF-268. Synergy scores: CSS=31.8, Synergy_ZIP=4.64, Synergy_Bliss=1.12, Synergy_Loewe=-30.3, Synergy_HSA=-2.21. (7) Drug 1: C1CC(C1)(C(=O)O)C(=O)O.[NH2-].[NH2-].[Pt+2]. Drug 2: CC1CCC2CC(C(=CC=CC=CC(CC(C(=O)C(C(C(=CC(C(=O)CC(OC(=O)C3CCCCN3C(=O)C(=O)C1(O2)O)C(C)CC4CCC(C(C4)OC)O)C)C)O)OC)C)C)C)OC. Cell line: HCT-15. Synergy scores: CSS=4.37, Synergy_ZIP=-4.09, Synergy_Bliss=-0.719, Synergy_Loewe=-17.5, Synergy_HSA=-2.96. (8) Drug 1: CS(=O)(=O)OCCCCOS(=O)(=O)C. Drug 2: CCN(CC)CCCC(C)NC1=C2C=C(C=CC2=NC3=C1C=CC(=C3)Cl)OC. Cell line: K-562. Synergy scores: CSS=35.0, Synergy_ZIP=5.42, Synergy_Bliss=6.52, Synergy_Loewe=-1.33, Synergy_HSA=9.76. (9) Drug 1: C1CC(=O)NC(=O)C1N2CC3=C(C2=O)C=CC=C3N. Drug 2: CC1=CC=C(C=C1)C2=CC(=NN2C3=CC=C(C=C3)S(=O)(=O)N)C(F)(F)F. Cell line: IGROV1. Synergy scores: CSS=3.62, Synergy_ZIP=-4.32, Synergy_Bliss=-6.76, Synergy_Loewe=-3.55, Synergy_HSA=-3.64.